The task is: Regression. Given a peptide amino acid sequence and an MHC pseudo amino acid sequence, predict their binding affinity value. This is MHC class I binding data.. This data is from Peptide-MHC class I binding affinity with 185,985 pairs from IEDB/IMGT. (1) The peptide sequence is ALQNVMISI. The MHC is HLA-A02:01 with pseudo-sequence HLA-A02:01. The binding affinity (normalized) is 0.437. (2) The peptide sequence is FIFSLKDTLK. The MHC is HLA-A68:01 with pseudo-sequence HLA-A68:01. The binding affinity (normalized) is 0.631. (3) The peptide sequence is ILQEMSETY. The MHC is HLA-A30:01 with pseudo-sequence HLA-A30:01. The binding affinity (normalized) is 0.224. (4) The peptide sequence is AQIDNYNKF. The MHC is HLA-A11:01 with pseudo-sequence HLA-A11:01. The binding affinity (normalized) is 0. (5) The peptide sequence is KIRLRPGGK. The MHC is HLA-A30:02 with pseudo-sequence HLA-A30:02. The binding affinity (normalized) is 0. (6) The peptide sequence is MTSELAALI. The MHC is HLA-C08:02 with pseudo-sequence HLA-C08:02. The binding affinity (normalized) is 0.443. (7) The peptide sequence is LELAEITAE. The MHC is HLA-A29:02 with pseudo-sequence HLA-A29:02. The binding affinity (normalized) is 0.0847.